Dataset: Reaction yield outcomes from USPTO patents with 853,638 reactions. Task: Predict the reaction yield, written as a fraction of the theoretical maximum amount of product (1.0 means a 100% yield; for example, 0.34 means a 34% yield). The reactants are [CH3:1][O:2][C:3]1[CH:11]=[C:10]2[C:6]([C:7]([S:12][C:13]#N)=[CH:8][NH:9]2)=[CH:5][CH:4]=1.CI.[OH-].[K+]. The catalyst is CO. The product is [CH3:1][O:2][C:3]1[CH:11]=[C:10]2[C:6]([C:7]([S:12][CH3:13])=[CH:8][NH:9]2)=[CH:5][CH:4]=1. The yield is 0.370.